This data is from Peptide-MHC class II binding affinity with 134,281 pairs from IEDB. The task is: Regression. Given a peptide amino acid sequence and an MHC pseudo amino acid sequence, predict their binding affinity value. This is MHC class II binding data. The peptide sequence is EQFLCYALDLLYDVI. The binding affinity (normalized) is 0.500. The MHC is DRB1_0101 with pseudo-sequence DRB1_0101.